Task: Predict the product of the given reaction.. Dataset: Forward reaction prediction with 1.9M reactions from USPTO patents (1976-2016) (1) The product is: [C:64]([O:68][C:69]([N:71]1[CH2:76][CH2:75][CH:74]([NH:77][C:26](=[O:28])[C:25]2[CH:29]=[CH:30][C:22]([NH:21][C:19]3[N:18]=[CH:17][C:8]4[N:9]([CH3:16])[C:10](=[O:15])[C:11]([F:14])([F:13])[CH2:12][N:6]([CH:1]5[CH2:5][CH2:4][CH2:3][CH2:2]5)[C:7]=4[N:20]=3)=[C:23]([O:31][CH3:32])[CH:24]=2)[CH:73]([O:78][CH3:79])[CH2:72]1)=[O:70])([CH3:67])([CH3:66])[CH3:65]. Given the reactants [CH:1]1([N:6]2[CH2:12][C:11]([F:14])([F:13])[C:10](=[O:15])[N:9]([CH3:16])[C:8]3[CH:17]=[N:18][C:19]([NH:21][C:22]4[CH:30]=[CH:29][C:25]([C:26]([OH:28])=O)=[CH:24][C:23]=4[O:31][CH3:32])=[N:20][C:7]2=3)[CH2:5][CH2:4][CH2:3][CH2:2]1.F[P-](F)(F)(F)(F)F.CN(C(N(C)C)=[N+]1C2C(=NC=CC=2)[N+]([O-])=N1)C.C(N(CC)CC)C.[C:64]([O:68][C:69]([N:71]1[CH2:76][CH2:75][C@H:74]([NH2:77])[C@H:73]([O:78][CH3:79])[CH2:72]1)=[O:70])([CH3:67])([CH3:66])[CH3:65], predict the reaction product. (2) Given the reactants C(OC([N:8]1[CH2:13][CH2:12][CH:11]([CH2:14][N:15]2[CH2:20][CH2:19][N:18]([S:21]([C:24]3[CH:29]=[CH:28][C:27]([C:30]#[C:31][Si](C)(C)C)=[CH:26][CH:25]=3)(=[O:23])=[O:22])[CH2:17][C:16]2=[O:36])[CH2:10][CH2:9]1)=O)(C)(C)C.FC(F)(F)C(O)=O, predict the reaction product. The product is: [C:30]([C:27]1[CH:26]=[CH:25][C:24]([S:21]([N:18]2[CH2:19][CH2:20][N:15]([CH2:14][CH:11]3[CH2:12][CH2:13][NH:8][CH2:9][CH2:10]3)[C:16](=[O:36])[CH2:17]2)(=[O:23])=[O:22])=[CH:29][CH:28]=1)#[CH:31]. (3) The product is: [F:1][C:2]([F:7])([F:6])[C@@H:3]([OH:4])[CH2:5][N:16]1[CH2:17][CH2:18][CH2:19][CH:14]([C:12]2[O:11][N:10]=[C:9]([CH3:8])[N:13]=2)[CH2:15]1. Given the reactants [F:1][C:2]([F:7])([F:6])[C@@H:3]1[CH2:5][O:4]1.[CH3:8][C:9]1[N:13]=[C:12]([CH:14]2[CH2:19][CH2:18][CH2:17][NH:16][CH2:15]2)[O:11][N:10]=1.C(N(C(C)C)CC)(C)C.N1CCCCC1, predict the reaction product. (4) Given the reactants [CH3:1][C:2]([CH3:7])([CH3:6])[CH2:3][CH:4]=O.[NH2:8][CH2:9][CH:10]1[CH2:13][N:12]([C:14]([O:16][C:17]([CH3:20])([CH3:19])[CH3:18])=[O:15])[CH2:11]1.[S-:21][C:22]#[N:23].[K+].II.S(S([O-])=O)([O-])(=O)=O.[Na+].[Na+], predict the reaction product. The product is: [C:2]([C:3]1[S:21][C:22](=[NH:23])[N:8]([CH2:9][CH:10]2[CH2:13][N:12]([C:14]([O:16][C:17]([CH3:20])([CH3:19])[CH3:18])=[O:15])[CH2:11]2)[CH:4]=1)([CH3:7])([CH3:6])[CH3:1]. (5) Given the reactants [C:1]1([N:7]([CH2:30][CH2:31][C:32]([O:34][CH2:35][CH3:36])=[O:33])[C:8]([C:10]2[CH:29]=[CH:28][C:13]3[N:14]([CH3:27])[C:15]([CH2:17][S:18][C:19]4[CH:24]=[CH:23][C:22]([C:25]#[N:26])=[CH:21][CH:20]=4)=[N:16][C:12]=3[CH:11]=2)=[O:9])[CH:6]=[CH:5][CH:4]=[CH:3][CH:2]=1.[ClH:37].C(=O)([O-])[O-].[NH4+:42].[NH4+].C(OCC)(=O)C.C(O)C.N, predict the reaction product. The product is: [ClH:37].[C:1]1([N:7]([CH2:30][CH2:31][C:32]([O:34][CH2:35][CH3:36])=[O:33])[C:8]([C:10]2[CH:29]=[CH:28][C:13]3[N:14]([CH3:27])[C:15]([CH2:17][S:18][C:19]4[CH:24]=[CH:23][C:22]([C:25](=[NH:42])[NH2:26])=[CH:21][CH:20]=4)=[N:16][C:12]=3[CH:11]=2)=[O:9])[CH:2]=[CH:3][CH:4]=[CH:5][CH:6]=1. (6) Given the reactants CO[C:3](=[O:25])[C@@H:4]1[CH2:8][C@@H:7]([OH:9])[CH2:6][N:5]1[C:10](=[O:24])[C:11]1[CH:16]=[C:15]([O:17][CH3:18])[C:14](OC)=[CH:13][C:12]=1[N+:21]([O-])=O.C(Cl)(Cl)Cl.C[CH2:31][OH:32], predict the reaction product. The product is: [CH3:31][O:32][C:16]1[C:11]2[C:10](=[O:24])[N:5]3[CH2:6][C@H:7]([OH:9])[CH2:8][C@H:4]3[C:3](=[O:25])[NH:21][C:12]=2[CH:13]=[CH:14][C:15]=1[O:17][CH3:18]. (7) Given the reactants Br[C:2]1[CH:3]=[CH:4][C:5]([CH:8]([OH:11])[CH2:9][CH3:10])=[N:6][CH:7]=1.[C:12]([C:14]1[CH:19]=[CH:18][CH:17]=[CH:16][C:15]=1B(O)O)#[N:13].C([O-])([O-])=O.[Na+].[Na+], predict the reaction product. The product is: [OH:11][CH:8]([C:5]1[N:6]=[CH:7][C:2]([C:15]2[CH:16]=[CH:17][CH:18]=[CH:19][C:14]=2[C:12]#[N:13])=[CH:3][CH:4]=1)[CH2:9][CH3:10]. (8) Given the reactants [C:1]([O:5][C:6](=[O:25])[NH:7][C:8]1[CH:13]=[C:12]([O:14][CH2:15][C:16]([F:19])([F:18])[F:17])[C:11]([C:20]([F:23])([F:22])[F:21])=[CH:10][C:9]=1[NH2:24])([CH3:4])([CH3:3])[CH3:2].C([O:30][C:31](=O)[CH2:32][C:33]([C:35]1[CH:40]=[CH:39][CH:38]=[C:37]([C:41]2[C:46]([CH3:47])=[CH:45][N:44]=[C:43]([CH3:48])[CH:42]=2)[CH:36]=1)=[O:34])(C)(C)C, predict the reaction product. The product is: [C:1]([O:5][C:6](=[O:25])[NH:7][C:8]1[CH:13]=[C:12]([O:14][CH2:15][C:16]([F:18])([F:17])[F:19])[C:11]([C:20]([F:22])([F:23])[F:21])=[CH:10][C:9]=1[NH:24][C:31](=[O:30])[CH2:32][C:33]([C:35]1[CH:40]=[CH:39][CH:38]=[C:37]([C:41]2[C:46]([CH3:47])=[CH:45][N:44]=[C:43]([CH3:48])[CH:42]=2)[CH:36]=1)=[O:34])([CH3:4])([CH3:2])[CH3:3]. (9) Given the reactants [C:1]([CH2:3][C:4]([NH2:6])=[O:5])#[N:2].[H-].[Na+].CN([CH:12]=[C:13]([C:19](=O)[CH3:20])[C:14]([O:16][CH2:17][CH3:18])=[O:15])C.C(O)(=O)C, predict the reaction product. The product is: [C:1]([C:3]1[C:4](=[O:5])[NH:6][C:19]([CH3:20])=[C:13]([C:14]([O:16][CH2:17][CH3:18])=[O:15])[CH:12]=1)#[N:2].